From a dataset of Full USPTO retrosynthesis dataset with 1.9M reactions from patents (1976-2016). Predict the reactants needed to synthesize the given product. (1) Given the product [CH:37]([OH:39])=[O:38].[OH:4][CH2:3][CH2:2][NH:1][CH2:6][C:7]([N:9]1[CH2:18][CH2:17][C:16]2[C:11](=[CH:12][CH:13]=[C:14]([C:20]3[N:24]=[C:23]([C:25]4[CH:26]=[CH:27][C:28]([O:33][CH:34]([CH3:36])[CH3:35])=[C:29]([CH:32]=4)[C:30]#[N:31])[O:22][N:21]=3)[C:15]=2[CH3:19])[CH2:10]1)=[O:8], predict the reactants needed to synthesize it. The reactants are: [NH2:1][CH2:2][CH2:3][OH:4].Br[CH2:6][C:7]([N:9]1[CH2:18][CH2:17][C:16]2[C:11](=[CH:12][CH:13]=[C:14]([C:20]3[N:24]=[C:23]([C:25]4[CH:26]=[CH:27][C:28]([O:33][CH:34]([CH3:36])[CH3:35])=[C:29]([CH:32]=4)[C:30]#[N:31])[O:22][N:21]=3)[C:15]=2[CH3:19])[CH2:10]1)=[O:8].[C:37](=O)([O-:39])[O-:38].[K+].[K+]. (2) Given the product [Cl:1][C:2]1[N:7]=[C:6]([C:8]([O:10][CH3:15])=[O:9])[CH:5]=[CH:4][C:3]=1[O:11][CH2:12][O:13][CH3:14], predict the reactants needed to synthesize it. The reactants are: [Cl:1][C:2]1[N:7]=[C:6]([C:8]([OH:10])=[O:9])[CH:5]=[CH:4][C:3]=1[O:11][CH2:12][O:13][CH3:14].[CH3:15][Si](C=[N+]=[N-])(C)C. (3) Given the product [Cl:26][C:19]1[CH:20]=[C:21]([CH:22]=[C:17]([CH2:16][NH:15][C:14]([C@@H:9]2[CH2:10][C@@H:11]([F:13])[CH2:12][NH:8]2)=[O:28])[C:18]=1[F:27])[C:23]([OH:25])=[O:24], predict the reactants needed to synthesize it. The reactants are: C(OC([N:8]1[CH2:12][C@H:11]([F:13])[CH2:10][C@H:9]1[C:14](=[O:28])[NH:15][CH2:16][C:17]1[CH:22]=[C:21]([C:23]([OH:25])=[O:24])[CH:20]=[C:19]([Cl:26])[C:18]=1[F:27])=O)(C)(C)C.C(O)(C(F)(F)F)=O. (4) Given the product [C:14]([NH:18][C:19]([NH:2][CH:3]([CH2:6][N:7]1[CH2:8][CH2:9][N:10]([CH3:13])[CH2:11][CH2:12]1)[CH2:4][OH:5])=[S:20])([CH3:17])([CH3:16])[CH3:15], predict the reactants needed to synthesize it. The reactants are: Cl.[NH2:2][CH:3]([CH2:6][N:7]1[CH2:12][CH2:11][N:10]([CH3:13])[CH2:9][CH2:8]1)[CH2:4][OH:5].[C:14]([N:18]=[C:19]=[S:20])([CH3:17])([CH3:16])[CH3:15]. (5) Given the product [CH2:15]([O:17][P:18]([CH2:23][P:24]([C:2]1[CH:7]=[CH:6][C:5]([C:8]2[O:9][C:10](=[O:14])[O:11][C:12]=2[CH3:13])=[CH:4][CH:3]=1)(=[O:25])[O:26][CH2:27][CH3:28])([O:19][CH2:20][CH3:21])=[O:22])[CH3:16], predict the reactants needed to synthesize it. The reactants are: Br[C:2]1[CH:7]=[CH:6][C:5]([C:8]2[O:9][C:10](=[O:14])[O:11][C:12]=2[CH3:13])=[CH:4][CH:3]=1.[CH2:15]([O:17][P:18]([CH2:23][PH:24]([O:26][CH2:27][CH3:28])=[O:25])(=[O:22])[O:19][CH2:20][CH3:21])[CH3:16].